This data is from Catalyst prediction with 721,799 reactions and 888 catalyst types from USPTO. The task is: Predict which catalyst facilitates the given reaction. (1) Reactant: [CH3:1][N:2]1[C:10]2[C:5](=[CH:6][C:7]([C:11]([F:14])([F:13])[F:12])=[CH:8][CH:9]=2)[C:4]([C:15]2[N:20]=[C:19]3[C:21]([C:24](O)=[O:25])=[CH:22][NH:23][C:18]3=[N:17][CH:16]=2)=[N:3]1.[CH3:27][C:28]([NH2:31])([CH3:30])[CH3:29].C1C=CC2N(O)N=NC=2C=1.CCN=C=NCCCN(C)C.C(N(CC)CC)C. Product: [C:28]([NH:31][C:24]([C:21]1[C:19]2=[N:20][C:15]([C:4]3[C:5]4[C:10](=[CH:9][CH:8]=[C:7]([C:11]([F:13])([F:12])[F:14])[CH:6]=4)[N:2]([CH3:1])[N:3]=3)=[CH:16][N:17]=[C:18]2[NH:23][CH:22]=1)=[O:25])([CH3:30])([CH3:29])[CH3:27]. The catalyst class is: 46. (2) Reactant: [C:1]([NH:8][CH2:9][C:10]1[CH:15]=[CH:14][C:13]([C:16]2[O:17][CH:18]=[C:19]([C:21]([O:23]C)=[O:22])[N:20]=2)=[CH:12][CH:11]=1)([O:3][C:4]([CH3:7])([CH3:6])[CH3:5])=[O:2].CO.[Li+].[OH-].Cl. Product: [C:1]([NH:8][CH2:9][C:10]1[CH:11]=[CH:12][C:13]([C:16]2[O:17][CH:18]=[C:19]([C:21]([OH:23])=[O:22])[N:20]=2)=[CH:14][CH:15]=1)([O:3][C:4]([CH3:5])([CH3:7])[CH3:6])=[O:2]. The catalyst class is: 1. (3) Reactant: [NH2:1][C:2]1[S:6][C:5]2[CH2:7][CH2:8][CH2:9][CH2:10][C:4]=2[C:3]=1[C:11]([C:13]1[CH:21]=[CH:20][C:16]2[O:17][CH2:18][O:19][C:15]=2[CH:14]=1)=O.[C:22]([O:29][CH3:30])(=[O:28])[CH2:23][CH2:24][C:25]([CH3:27])=O.Cl[Si](C)(C)C. Product: [CH3:30][O:29][C:22](=[O:28])[CH2:23][C:24]1[C:11]([C:13]2[CH:21]=[CH:20][C:16]3[O:17][CH2:18][O:19][C:15]=3[CH:14]=2)=[C:3]2[C:4]3[CH2:10][CH2:9][CH2:8][CH2:7][C:5]=3[S:6][C:2]2=[N:1][C:25]=1[CH3:27]. The catalyst class is: 3.